From a dataset of Forward reaction prediction with 1.9M reactions from USPTO patents (1976-2016). Predict the product of the given reaction. (1) Given the reactants [BH4-].[Na+].[C:3](O)(=O)C(C)C.[N:9]1([C:14]2[CH:21]=[CH:20][C:17]([C:18]#[N:19])=[CH:16][CH:15]=2)[CH:13]=[CH:12][CH:11]=[N:10]1.C[Li], predict the reaction product. The product is: [N:9]1([C:14]2[CH:21]=[CH:20][C:17]([CH:18]([NH2:19])[CH3:3])=[CH:16][CH:15]=2)[CH:13]=[CH:12][CH:11]=[N:10]1. (2) Given the reactants N([O-])=[O:2].[Na+].[CH:5]1([CH2:9][N:10]2[C:14]3[CH:15]=[CH:16][C:17](N)=[CH:18][C:13]=3[N:12]=[N:11]2)[CH2:8][CH2:7][CH2:6]1, predict the reaction product. The product is: [CH:5]1([CH2:9][N:10]2[C:14]3[CH:15]=[CH:16][C:17]([OH:2])=[CH:18][C:13]=3[N:12]=[N:11]2)[CH2:8][CH2:7][CH2:6]1. (3) Given the reactants [ClH:1].Cl.[NH:3]1[CH2:8][CH2:7][CH2:6][CH2:5][C@@H:4]1[CH2:9][NH2:10].NC[C@H]1CCCCN1C(OC(C)(C)C)=O.Cl, predict the reaction product. The product is: [ClH:1].[NH:3]1[CH2:8][CH2:7][CH2:6][CH2:5][C@@H:4]1[CH2:9][NH2:10]. (4) Given the reactants [CH3:1][O:2][C:3]1[N:11]=[CH:10][CH:9]=[CH:8][C:4]=1[C:5]([OH:7])=O.CN1CCOCC1.C(OC(Cl)=O)C.[N+:25]([C:28]1[CH:33]=[CH:32][C:31]([C:34](=[O:36])[CH3:35])=[CH:30][CH:29]=1)([O-:27])=[O:26].C[Si]([N-][Si](C)(C)C)(C)C.[Li+].[NH4+].[Cl-], predict the reaction product. The product is: [CH3:1][O:2][C:3]1[C:4]([C:5](=[O:7])[CH2:35][C:34]([C:31]2[CH:30]=[CH:29][C:28]([N+:25]([O-:27])=[O:26])=[CH:33][CH:32]=2)=[O:36])=[CH:8][CH:9]=[CH:10][N:11]=1. (5) Given the reactants [NH:1]1[C:9]2[C:4](=[C:5]([CH2:10][CH2:11][CH2:12][NH:13][C:14]3[N:19]=[C:18]([CH3:20])[C:17]([C:21]([NH:23][C@@H:24]([CH2:28][NH:29][C:30]([C:32]4[S:33][CH:34]=[CH:35][CH:36]=4)=[O:31])[C:25]([OH:27])=[O:26])=[O:22])=[C:16]([CH3:37])[N:15]=3)[CH:6]=[CH:7][CH:8]=2)[CH:3]=[N:2]1.I[CH:39]([CH3:41])[CH3:40].C(=O)([O-])[O-].[K+].[K+], predict the reaction product. The product is: [CH:39]([O:26][C:25](=[O:27])[C@@H:24]([NH:23][C:21]([C:17]1[C:16]([CH3:37])=[N:15][C:14]([NH:13][CH2:12][CH2:11][CH2:10][C:5]2[CH:6]=[CH:7][CH:8]=[C:9]3[C:4]=2[CH:3]=[N:2][NH:1]3)=[N:19][C:18]=1[CH3:20])=[O:22])[CH2:28][NH:29][C:30]([C:32]1[S:33][CH:34]=[CH:35][CH:36]=1)=[O:31])([CH3:41])[CH3:40]. (6) The product is: [NH2:22][C@@H:3]1[C:2](=[O:1])[N:8]([C:34]2[CH:39]=[CH:38][CH:37]=[CH:36][N:35]=2)[C:7]2[CH:9]=[C:10]3[O:15][CH2:14][O:13][C:11]3=[CH:12][C:6]=2[C:5]([C:16]2[CH:21]=[CH:20][CH:19]=[CH:18][CH:17]=2)=[N:4]1. Given the reactants [O:1]=[C:2]1[NH:8][C:7]2[CH:9]=[C:10]3[O:15][CH2:14][O:13][C:11]3=[CH:12][C:6]=2[C:5]([C:16]2[CH:21]=[CH:20][CH:19]=[CH:18][CH:17]=2)=[N:4][CH:3]1[NH:22]C(=O)OCC1C=CC=CC=1.I[C:34]1[CH:39]=[CH:38][CH:37]=[CH:36][N:35]=1, predict the reaction product. (7) Given the reactants [C:1]([CH2:9][C:10]#[N:11])(=[O:8])[C:2]1[CH:7]=[CH:6][CH:5]=[CH:4][CH:3]=1.[CH2:12]([N:14]=[C:15]=[S:16])[CH3:13], predict the reaction product. The product is: [C:10]([CH:9]([C:1](=[O:8])[C:2]1[CH:7]=[CH:6][CH:5]=[CH:4][CH:3]=1)[C:15]([NH:14][CH2:12][CH3:13])=[S:16])#[N:11]. (8) Given the reactants Br[C:2]1[N:3]=[C:4]2[C:10]([C:11]([NH:13][C:14]([CH3:17])([CH3:16])[CH3:15])=[O:12])=[CH:9][N:8]([CH2:18][O:19][CH2:20][CH2:21][Si:22]([CH3:25])([CH3:24])[CH3:23])[C:5]2=[N:6][CH:7]=1.[CH3:26][C:27]1[CH:35]=[C:34]2[C:30]([CH:31]=[N:32][NH:33]2)=[CH:29][CH:28]=1.CC(C)([O-])C.[Na+], predict the reaction product. The product is: [C:14]([NH:13][C:11]([C:10]1[C:4]2[C:5](=[N:6][CH:7]=[C:2]([N:33]3[C:34]4[C:30](=[CH:29][CH:28]=[C:27]([CH3:26])[CH:35]=4)[CH:31]=[N:32]3)[N:3]=2)[N:8]([CH2:18][O:19][CH2:20][CH2:21][Si:22]([CH3:25])([CH3:24])[CH3:23])[CH:9]=1)=[O:12])([CH3:17])([CH3:16])[CH3:15]. (9) Given the reactants [NH2:1][C:2]1[C:7](=[O:8])[NH:6][C:5]([C:9]2[CH:14]=[CH:13][C:12]([C:15]3([NH:19][C:20](=[O:26])[O:21][C:22]([CH3:25])([CH3:24])[CH3:23])[CH2:18][CH2:17][CH2:16]3)=[CH:11][CH:10]=2)=[C:4]([C:27]2[CH:32]=[CH:31][CH:30]=[CH:29][CH:28]=2)[CH:3]=1.Cl[CH2:34][S:35](Cl)(=[O:37])=[O:36].C(=O)([O-])[O-].[K+].[K+], predict the reaction product. The product is: [C:22]([O:21][C:20](=[O:26])[NH:19][C:15]1([C:12]2[CH:11]=[CH:10][C:9]([C:5]3[C:4]([C:27]4[CH:32]=[CH:31][CH:30]=[CH:29][CH:28]=4)=[CH:3][C:2]4[NH:1][S:35](=[O:37])(=[O:36])[CH2:34][O:8][C:7]=4[N:6]=3)=[CH:14][CH:13]=2)[CH2:18][CH2:17][CH2:16]1)([CH3:25])([CH3:24])[CH3:23].